This data is from Full USPTO retrosynthesis dataset with 1.9M reactions from patents (1976-2016). The task is: Predict the reactants needed to synthesize the given product. (1) Given the product [K+:19].[CH3:15][Si:14]([CH3:17])([CH3:16])[CH2:13][CH2:12][O:11][CH2:10][N:7]1[CH:8]=[N:9][C:5]([C:3]([O-:4])=[O:2])=[N:6]1, predict the reactants needed to synthesize it. The reactants are: C[O:2][C:3]([C:5]1[N:9]=[CH:8][N:7]([CH2:10][O:11][CH2:12][CH2:13][Si:14]([CH3:17])([CH3:16])[CH3:15])[N:6]=1)=[O:4].[OH-].[K+:19]. (2) Given the product [Br:1][C:2]1[CH:3]=[C:4]2[C:9](=[CH:10][CH:11]=1)[N:8]=[CH:7][C:6]([C:12]([CH:14]1[CH2:16][CH2:15]1)=[O:13])=[C:5]2[NH:32][C@H:29]1[CH2:30][CH2:31][C@H:26]([N:24]([CH3:25])[C:23](=[O:33])[O:22][C:18]([CH3:19])([CH3:20])[CH3:21])[CH2:27][CH2:28]1, predict the reactants needed to synthesize it. The reactants are: [Br:1][C:2]1[CH:3]=[C:4]2[C:9](=[CH:10][CH:11]=1)[N:8]=[CH:7][C:6]([C:12]([CH:14]1[CH2:16][CH2:15]1)=[O:13])=[C:5]2Cl.[C:18]([O:22][C:23](=[O:33])[N:24]([C@H:26]1[CH2:31][CH2:30][C@H:29]([NH2:32])[CH2:28][CH2:27]1)[CH3:25])([CH3:21])([CH3:20])[CH3:19]. (3) The reactants are: [NH:1]1[C:9]2[C:4](=[CH:5][CH:6]=[CH:7][CH:8]=2)[C:3]([CH:10]=[O:11])=[CH:2]1.Cl[CH2:13][C:14]1[CH:19]=[CH:18][C:17]([O:20][CH3:21])=[CH:16][CH:15]=1.[H-].[Na+]. Given the product [CH3:21][O:20][C:17]1[CH:18]=[CH:19][C:14]([CH2:13][N:1]2[C:9]3[C:4](=[CH:5][CH:6]=[CH:7][CH:8]=3)[C:3]([CH:10]=[O:11])=[CH:2]2)=[CH:15][CH:16]=1, predict the reactants needed to synthesize it. (4) Given the product [Cl:10][C:5]1[CH:4]=[C:3]([CH2:2][OH:12])[C:8]([I:9])=[CH:7][N:6]=1.[Cl:10][C:5]1[CH:4]=[C:3]([CH3:2])[C:8]([I:9])=[CH:7][N:6]=1, predict the reactants needed to synthesize it. The reactants are: Br[CH2:2][C:3]1[C:8]([I:9])=[CH:7][N:6]=[C:5]([Cl:10])[CH:4]=1.C([O-])([O-])=[O:12].[Ca+2]. (5) Given the product [Br:1][C:2]1[CH:8]=[C:7]([Cl:9])[C:5]([NH:6][C:17](=[O:18])[CH2:16][CH:11]2[CH2:15][CH2:14][CH2:13][CH2:12]2)=[C:4]([Cl:10])[CH:3]=1, predict the reactants needed to synthesize it. The reactants are: [Br:1][C:2]1[CH:8]=[C:7]([Cl:9])[C:5]([NH2:6])=[C:4]([Cl:10])[CH:3]=1.[CH:11]1([CH2:16][C:17](Cl)=[O:18])[CH2:15][CH2:14][CH2:13][CH2:12]1.C(=O)([O-])[O-].[Na+].[Na+]. (6) Given the product [F:11][C:12]([F:22])([F:23])[O:13][C:14]1[CH:15]=[C:16]([CH:19]=[CH:20][CH:21]=1)[CH:17]=[O:18], predict the reactants needed to synthesize it. The reactants are: C(Cl)(=O)C(Cl)=O.CS(C)=O.[F:11][C:12]([F:23])([F:22])[O:13][C:14]1[CH:15]=[C:16]([CH:19]=[CH:20][CH:21]=1)[CH2:17][OH:18].C(N(CC)CC)C. (7) Given the product [OH:15][CH2:14][CH:10]1[O:9][C:8]2=[C:7]([C:19]([OH:21])=[O:20])[S:6][C:5]([C:3]([OH:4])=[O:2])=[C:13]2[O:12][CH2:11]1, predict the reactants needed to synthesize it. The reactants are: C[O:2][C:3]([C:5]1[S:6][C:7]([C:19]([O:21]C)=[O:20])=[C:8]2[C:13]=1[O:12][CH2:11][CH:10]([CH2:14][O:15]C(=O)C)[O:9]2)=[O:4].[OH-].[K+].O.